This data is from Peptide-MHC class I binding affinity with 185,985 pairs from IEDB/IMGT. The task is: Regression. Given a peptide amino acid sequence and an MHC pseudo amino acid sequence, predict their binding affinity value. This is MHC class I binding data. (1) The peptide sequence is YPIYGLQFH. The MHC is HLA-B15:01 with pseudo-sequence HLA-B15:01. The binding affinity (normalized) is 0.213. (2) The peptide sequence is KAFNHASVK. The MHC is HLA-A32:01 with pseudo-sequence HLA-A32:01. The binding affinity (normalized) is 0.242. (3) The peptide sequence is QEAARAALQ. The MHC is HLA-B27:05 with pseudo-sequence HLA-B27:05. The binding affinity (normalized) is 0.